This data is from Forward reaction prediction with 1.9M reactions from USPTO patents (1976-2016). The task is: Predict the product of the given reaction. (1) Given the reactants [Cl:1][C:2]1[CH:3]=[C:4]([NH:19][C:20]2[C:21]3[N:28]([CH2:29][CH2:30][NH:31][C:32](=[O:36])[CH2:33][CH2:34][OH:35])[CH:27]=[CH:26][C:22]=3[N:23]=[CH:24][N:25]=2)[CH:5]=[CH:6][C:7]=1[O:8][C:9]1[CH:14]=[CH:13][CH:12]=[C:11]([C:15]([F:18])([F:17])[F:16])[CH:10]=1.Cl.Cl.NCCN1C2C(NC3C=CC(OC4C=CC=C(C(F)(F)F)C=4)=C(Cl)C=3)=NC=NC=2C=C1.OCCC(O)=O.O.ON1C2C=CC=CC=2N=N1.Cl.C(OCC)(=O)C, predict the reaction product. The product is: [ClH:1].[Cl:1][C:2]1[CH:3]=[C:4]([NH:19][C:20]2[C:21]3[N:28]([CH2:29][CH2:30][NH:31][C:32](=[O:36])[CH2:33][CH2:34][OH:35])[CH:27]=[CH:26][C:22]=3[N:23]=[CH:24][N:25]=2)[CH:5]=[CH:6][C:7]=1[O:8][C:9]1[CH:14]=[CH:13][CH:12]=[C:11]([C:15]([F:18])([F:17])[F:16])[CH:10]=1. (2) Given the reactants [CH3:1][S:2][CH2:3][CH2:4][NH:5][C:6]1[CH:7]=[C:8]([C:12]2[CH:17]=[CH:16][C:15]([C:18]([F:21])([F:20])[F:19])=[CH:14][CH:13]=2)[CH:9]=[CH:10][CH:11]=1.Br[CH2:23][C:24]1[CH:35]=[CH:34][C:27]([O:28][CH2:29][C:30]([O:32][CH3:33])=[O:31])=[C:26]([CH3:36])[CH:25]=1.C(N(CC)C(C)C)(C)C, predict the reaction product. The product is: [CH3:36][C:26]1[CH:25]=[C:24]([CH2:23][N:5]([CH2:4][CH2:3][S:2][CH3:1])[C:6]2[CH:7]=[C:8]([C:12]3[CH:17]=[CH:16][C:15]([C:18]([F:19])([F:20])[F:21])=[CH:14][CH:13]=3)[CH:9]=[CH:10][CH:11]=2)[CH:35]=[CH:34][C:27]=1[O:28][CH2:29][C:30]([O:32][CH3:33])=[O:31]. (3) Given the reactants C([O:3][C:4](=[O:39])[C:5]1[CH:10]=[C:9]([NH:11][C:12](=[O:14])[CH3:13])[CH:8]=[C:7]([C:15]2[CH:20]=[CH:19][N:18]=[CH:17][C:16]=2[C:21]2[CH:26]=[C:25](C(F)(F)F)[CH:24]=[CH:23][C:22]=2[O:31][CH2:32][C:33]2[CH:38]=[CH:37][CH:36]=[CH:35][CH:34]=2)[CH:6]=1)C.C(OC(=O)C1C=C(NC(=O)C)C=C(C2C=CN=C(C3C=CC=CC=3OCC3C=CC=CC=3)C=2)C=1)C, predict the reaction product. The product is: [CH2:32]([O:31][C:22]1[CH:23]=[CH:24][CH:25]=[CH:26][C:21]=1[C:16]1[CH:17]=[N:18][CH:19]=[CH:20][C:15]=1[C:7]1[CH:6]=[C:5]([CH:10]=[C:9]([NH:11][C:12](=[O:14])[CH3:13])[CH:8]=1)[C:4]([OH:39])=[O:3])[C:33]1[CH:38]=[CH:37][CH:36]=[CH:35][CH:34]=1.